Dataset: Full USPTO retrosynthesis dataset with 1.9M reactions from patents (1976-2016). Task: Predict the reactants needed to synthesize the given product. (1) Given the product [Cl:1][C:2]1[CH:3]=[CH:4][C:5]([O:25][CH2:33][CH:34]([CH2:37][CH3:38])[CH2:35][CH3:36])=[C:6]([C:8]2[CH:13]=[CH:12][CH:11]=[CH:10][C:9]=2[C:14]2[N:19]=[C:18]([C:20]([O:22][CH2:23][CH3:24])=[O:21])[CH:17]=[CH:16][CH:15]=2)[CH:7]=1, predict the reactants needed to synthesize it. The reactants are: [Cl:1][C:2]1[CH:3]=[CH:4][C:5]([OH:25])=[C:6]([C:8]2[CH:13]=[CH:12][CH:11]=[CH:10][C:9]=2[C:14]2[N:19]=[C:18]([C:20]([O:22][CH2:23][CH3:24])=[O:21])[CH:17]=[CH:16][CH:15]=2)[CH:7]=1.C(=O)([O-])[O-].[K+].[K+].Br[CH2:33][CH:34]([CH2:37][CH3:38])[CH2:35][CH3:36]. (2) Given the product [C:13]([C:17]1[CH:21]=[C:20]([NH:22][C:23]([NH:25][C:26]2[C:35]3[C:30](=[CH:31][CH:32]=[CH:33][CH:34]=3)[CH:29]=[CH:28][CH:27]=2)=[O:24])[N:19]([C:36]2[CH:37]=[C:38]([O:42][S:2](=[O:4])(=[O:3])[NH:5][C:6]([N:8]3[CH2:12][CH2:11][CH2:10][CH2:9]3)=[O:7])[CH:39]=[CH:40][CH:41]=2)[N:18]=1)([CH3:16])([CH3:14])[CH3:15], predict the reactants needed to synthesize it. The reactants are: Cl[S:2]([N:5]=[C:6]=[O:7])(=[O:4])=[O:3].[NH:8]1[CH2:12][CH2:11][CH2:10][CH2:9]1.[C:13]([C:17]1[CH:21]=[C:20]([NH:22][C:23]([NH:25][C:26]2[C:35]3[C:30](=[CH:31][CH:32]=[CH:33][CH:34]=3)[CH:29]=[CH:28][CH:27]=2)=[O:24])[N:19]([C:36]2[CH:41]=[CH:40][CH:39]=[C:38]([OH:42])[CH:37]=2)[N:18]=1)([CH3:16])([CH3:15])[CH3:14].C(N(CC)CC)C.Cl.[Na+].[Cl-].